From a dataset of Reaction yield outcomes from USPTO patents with 853,638 reactions. Predict the reaction yield, written as a fraction of the theoretical maximum amount of product (1.0 means a 100% yield; for example, 0.34 means a 34% yield). (1) The reactants are [CH2:1]([N:8]([CH2:20][C:21]1[CH:26]=[CH:25][CH:24]=[CH:23][CH:22]=1)[C@H:9]1[CH2:18][CH2:17][C:16]2[C:11](=[C:12](Br)[CH:13]=[CH:14][CH:15]=2)[CH2:10]1)[C:2]1[CH:7]=[CH:6][CH:5]=[CH:4][CH:3]=1.[CH3:27][O:28][C:29]1[N:34]=[CH:33][C:32](B(O)O)=[CH:31][N:30]=1. No catalyst specified. The product is [CH2:1]([N:8]([CH2:20][C:21]1[CH:26]=[CH:25][CH:24]=[CH:23][CH:22]=1)[C@H:9]1[CH2:18][CH2:17][C:16]2[C:11](=[C:12]([C:32]3[CH:31]=[N:30][C:29]([O:28][CH3:27])=[N:34][CH:33]=3)[CH:13]=[CH:14][CH:15]=2)[CH2:10]1)[C:2]1[CH:7]=[CH:6][CH:5]=[CH:4][CH:3]=1. The yield is 0.800. (2) The reactants are C1(P(C2C=CC=CC=2)C2C=CC=CC=2)C=CC=CC=1.[C:20]([Br:24])(Br)(Br)Br.[Br:25][C:26]1[CH:31]=[CH:30][CH:29]=[CH:28][C:27]=1[CH2:32]CO.C(=O)([O-])[O-].[Na+].[Na+]. The catalyst is ClCCl. The product is [Br:25][C:26]1[CH:31]=[CH:30][CH:29]=[CH:28][C:27]=1[CH2:32][CH2:20][Br:24]. The yield is 0.950. (3) The reactants are Cl[C:2]1[CH:7]=[C:6]([CH2:8][CH3:9])[N:5]=[C:4]([C:10]2[CH:15]=[CH:14][CH:13]=[C:12]([Cl:16])[CH:11]=2)[N:3]=1.CC1(C)C(C)(C)OB([CH2:25][C:26]2[CH:31]=[CH:30][C:29]([CH2:32][C:33]([O:35][CH3:36])=[O:34])=[CH:28][CH:27]=2)O1.C([O-])([O-])=O.[Na+].[Na+].O1CCOCC1. The catalyst is C1C=CC(P(C2C=CC=CC=2)[C-]2C=CC=C2)=CC=1.C1C=CC(P(C2C=CC=CC=2)[C-]2C=CC=C2)=CC=1.Cl[Pd]Cl.[Fe+2].O. The product is [Cl:16][C:12]1[CH:11]=[C:10]([C:4]2[N:3]=[C:2]([CH2:25][C:26]3[CH:27]=[CH:28][C:29]([CH2:32][C:33]([O:35][CH3:36])=[O:34])=[CH:30][CH:31]=3)[CH:7]=[C:6]([CH2:8][CH3:9])[N:5]=2)[CH:15]=[CH:14][CH:13]=1. The yield is 0.500. (4) The reactants are C(Cl)(=O)C(Cl)=O.[F:7][C:8]1[CH:13]=[CH:12][CH:11]=[CH:10][C:9]=1[C:14]1[C:19]([C:20](O)=[O:21])=[CH:18][N:17]=[C:16]([N:23]2[CH2:28][CH2:27][O:26][CH2:25][CH2:24]2)[N:15]=1.[CH2:29]([NH:36][CH:37]1[CH2:40][CH2:39][CH2:38]1)[C:30]1[CH:35]=[CH:34][CH:33]=[CH:32][CH:31]=1.C(N(C(C)C)CC)(C)C. The catalyst is C(Cl)Cl.CN(C=O)C. The product is [CH2:29]([N:36]([CH:37]1[CH2:38][CH2:39][CH2:40]1)[C:20]([C:19]1[C:14]([C:9]2[CH:10]=[CH:11][CH:12]=[CH:13][C:8]=2[F:7])=[N:15][C:16]([N:23]2[CH2:24][CH2:25][O:26][CH2:27][CH2:28]2)=[N:17][CH:18]=1)=[O:21])[C:30]1[CH:35]=[CH:34][CH:33]=[CH:32][CH:31]=1. The yield is 0.720.